From a dataset of Reaction yield outcomes from USPTO patents with 853,638 reactions. Predict the reaction yield, written as a fraction of the theoretical maximum amount of product (1.0 means a 100% yield; for example, 0.34 means a 34% yield). (1) The reactants are [Cl:1][C:2]1[CH:24]=[CH:23][C:5]([CH2:6][C@H:7]2[CH2:12][C@@H:11]([C:13]3[O:17][NH:16][C:15](=[O:18])[CH:14]=3)[CH2:10][CH2:9][N:8]2C(OC)=O)=[CH:4][CH:3]=1. The catalyst is Br. The product is [Cl:1][C:2]1[CH:24]=[CH:23][C:5]([CH2:6][C@H:7]2[CH2:12][C@@H:11]([C:13]3[O:17][NH:16][C:15](=[O:18])[CH:14]=3)[CH2:10][CH2:9][NH:8]2)=[CH:4][CH:3]=1. The yield is 0.710. (2) The reactants are [Br:1][C:2]1[CH:7]=[CH:6][C:5]([S:8]([C:11]2[CH:20]=[CH:19][CH:18]=[CH:17][C:12]=2[C:13]([O:15][CH3:16])=O)(=[O:10])=[O:9])=[CH:4][CH:3]=1.O.[NH2:22][NH2:23]. No catalyst specified. The product is [Br:1][C:2]1[CH:7]=[CH:6][C:5]([S:8]([C:11]2[CH:20]=[CH:19][CH:18]=[CH:17][C:12]=2[C:13]2[O:15][CH:16]=[N:22][N:23]=2)(=[O:10])=[O:9])=[CH:4][CH:3]=1. The yield is 0.350. (3) The reactants are [CH3:1][O:2][CH2:3][CH2:4][O:5][C:6]([NH:8][NH:9][C:10]([O:12][CH2:13][CH2:14][O:15][CH3:16])=[O:11])=[O:7].N1C=CC=CC=1.BrN1C(=O)CCC1=O. The catalyst is C1(C)C=CC=CC=1. The product is [CH3:1][O:2][CH2:3][CH2:4][O:5][C:6]([N:8]=[N:9][C:10]([O:12][CH2:13][CH2:14][O:15][CH3:16])=[O:11])=[O:7]. The yield is 0.880.